From a dataset of Catalyst prediction with 721,799 reactions and 888 catalyst types from USPTO. Predict which catalyst facilitates the given reaction. (1) Reactant: [C:1]([O:5][C:6]([N:8]1[CH2:13][CH2:12][CH:11]([S:14](Cl)(=[O:16])=[O:15])[CH2:10][CH2:9]1)=[O:7])([CH3:4])([CH3:3])[CH3:2].C(N(CC)CC)C.[NH:25]1[CH2:30][CH2:29][O:28][CH2:27][CH2:26]1. Product: [C:1]([O:5][C:6]([N:8]1[CH2:13][CH2:12][CH:11]([S:14]([N:25]2[CH2:30][CH2:29][O:28][CH2:27][CH2:26]2)(=[O:16])=[O:15])[CH2:10][CH2:9]1)=[O:7])([CH3:4])([CH3:3])[CH3:2]. The catalyst class is: 4. (2) Reactant: Cl.[CH2:2]([C:5]1[NH:6][C:7]([C:15]([O:17][CH2:18][CH3:19])=[O:16])=[C:8]([C:10]([O:12][CH2:13][CH3:14])=[O:11])[N:9]=1)[CH2:3][CH3:4].[Cl-].[Na+].[OH-].[Na+]. Product: [CH2:2]([C:5]1[NH:9][C:8]([C:10]([O:12][CH2:13][CH3:14])=[O:11])=[C:7]([C:15]([O:17][CH2:18][CH3:19])=[O:16])[N:6]=1)[CH2:3][CH3:4]. The catalyst class is: 6. (3) Reactant: [Br:1][C:2]1[CH:10]=[C:9]2[C:5]([CH2:6][C:7](=[O:11])[NH:8]2)=[CH:4][CH:3]=1.C[Si]([N-][Si](C)(C)C)(C)C.[Na+].[CH3:22][N:23]([CH2:27][CH2:28]Cl)[CH2:24][CH2:25]Cl.Cl. Product: [Br:1][C:2]1[CH:10]=[C:9]2[NH:8][C:7](=[O:11])[C:6]3([CH2:28][CH2:27][N:23]([CH3:22])[CH2:24][CH2:25]3)[C:5]2=[CH:4][CH:3]=1. The catalyst class is: 1. (4) Reactant: [CH3:1][O:2][C:3]([C:5]1[C:6]2[CH:7]=[CH:8][CH:9]=[N:10][C:11]=2[CH:12]=[CH:13][C:14]=1[NH2:15])=[O:4].[Br:16]N1C(=O)CCC1=O. Product: [CH3:1][O:2][C:3]([C:5]1[C:6]2[CH:7]=[CH:8][CH:9]=[N:10][C:11]=2[CH:12]=[C:13]([Br:16])[C:14]=1[NH2:15])=[O:4]. The catalyst class is: 9.